Dataset: Full USPTO retrosynthesis dataset with 1.9M reactions from patents (1976-2016). Task: Predict the reactants needed to synthesize the given product. (1) Given the product [N:24]1([CH2:23][CH2:22][NH:21][C:19]([C:15]2[C:16]3[C:11](=[CH:10][C:9]([O:8][C:6]4[CH:5]=[CH:4][N:3]=[CH:2][N:7]=4)=[CH:18][CH:17]=3)[CH:12]=[CH:13][CH:14]=2)=[O:20])[CH2:25][CH2:26][O:27][CH2:28][CH2:29]1, predict the reactants needed to synthesize it. The reactants are: Cl[C:2]1[N:7]=[C:6]([O:8][C:9]2[CH:10]=[C:11]3[C:16](=[CH:17][CH:18]=2)[C:15]([C:19]([NH:21][CH2:22][CH2:23][N:24]2[CH2:29][CH2:28][O:27][CH2:26][CH2:25]2)=[O:20])=[CH:14][CH:13]=[CH:12]3)[CH:5]=[CH:4][N:3]=1.C([O-])=O.[NH4+]. (2) Given the product [C:5]([C:9]1[CH:22]=[CH:21][CH:20]=[CH:19][C:10]=1[O:11][C:12]1[C:17]([I:23])=[CH:16][CH:15]=[CH:14][N:13]=1)([CH3:8])([CH3:7])[CH3:6], predict the reactants needed to synthesize it. The reactants are: N([O-])=O.[Na+].[C:5]([C:9]1[CH:22]=[CH:21][CH:20]=[CH:19][C:10]=1[O:11][C:12]1[C:17](N)=[CH:16][CH:15]=[CH:14][N:13]=1)([CH3:8])([CH3:7])[CH3:6].[I-:23].[K+].S(=O)(O)[O-].[Na+]. (3) Given the product [OH:6][CH:5]([CH2:4][OH:3])[CH2:7][O:8][C:9]1[CH:10]=[CH:11][C:12]([CH3:35])=[C:13]([C:15]([C:17]2[CH:22]=[CH:21][C:20]([NH:23][C:24]3[CH:29]=[CH:28][C:27]([F:30])=[CH:26][C:25]=3[CH3:31])=[CH:19][C:18]=2[N+:32]([O-:34])=[O:33])=[O:16])[CH:14]=1, predict the reactants needed to synthesize it. The reactants are: CC1(C)[O:6][CH:5]([CH2:7][O:8][C:9]2[CH:10]=[CH:11][C:12]([CH3:35])=[C:13]([C:15]([C:17]3[CH:22]=[CH:21][C:20]([NH:23][C:24]4[CH:29]=[CH:28][C:27]([F:30])=[CH:26][C:25]=4[CH3:31])=[CH:19][C:18]=3[N+:32]([O-:34])=[O:33])=[O:16])[CH:14]=2)[CH2:4][O:3]1.Cl.